Task: Binary Classification. Given a drug SMILES string, predict its activity (active/inactive) in a high-throughput screening assay against a specified biological target.. Dataset: HIV replication inhibition screening data with 41,000+ compounds from the AIDS Antiviral Screen (1) The compound is COc1ccccc1NC(=S)NN=Cc1c(C)n(C)n(-c2ccccc2)c1=O. The result is 0 (inactive). (2) The molecule is CCn1c(=O)[nH]c(=O)c2conc21. The result is 0 (inactive).